This data is from Forward reaction prediction with 1.9M reactions from USPTO patents (1976-2016). The task is: Predict the product of the given reaction. Given the reactants [F:1][C:2]1[CH:7]=[CH:6][CH:5]=[CH:4][C:3]=1[S:8](Cl)(=[O:10])=[O:9].[NH2:12][C:13]1[C:14]2[C:21]([C:22]([C:24]3[CH:29]=[CH:28][CH:27]=[C:26]([NH2:30])[N:25]=3)=[O:23])=[CH:20][N:19]([CH:31]([CH3:33])[CH3:32])[C:15]=2[N:16]=[CH:17][N:18]=1, predict the reaction product. The product is: [NH2:12][C:13]1[C:14]2[C:21]([C:22]([C:24]3[N:25]=[C:26]([NH:30][S:8]([C:3]4[CH:4]=[CH:5][CH:6]=[CH:7][C:2]=4[F:1])(=[O:10])=[O:9])[CH:27]=[CH:28][CH:29]=3)=[O:23])=[CH:20][N:19]([CH:31]([CH3:33])[CH3:32])[C:15]=2[N:16]=[CH:17][N:18]=1.